This data is from Reaction yield outcomes from USPTO patents with 853,638 reactions. The task is: Predict the reaction yield, written as a fraction of the theoretical maximum amount of product (1.0 means a 100% yield; for example, 0.34 means a 34% yield). (1) The reactants are [F:1][C:2]1[CH:3]=[CH:4][C:5]([C:25]([F:28])([F:27])[F:26])=[C:6]([C@H:8]2[CH2:12][CH2:11][CH2:10][N:9]2[C:13]2[CH:18]=[CH:17][N:16]3[N:19]=[CH:20][C:21]([C:22](O)=[O:23])=[C:15]3[N:14]=2)[CH:7]=1.[Cl-].[NH4+:30]. No catalyst specified. The product is [F:1][C:2]1[CH:3]=[CH:4][C:5]([C:25]([F:27])([F:28])[F:26])=[C:6]([C@H:8]2[CH2:12][CH2:11][CH2:10][N:9]2[C:13]2[CH:18]=[CH:17][N:16]3[N:19]=[CH:20][C:21]([C:22]([NH2:30])=[O:23])=[C:15]3[N:14]=2)[CH:7]=1. The yield is 0.780. (2) The reactants are [NH2:1][C@H:2]([C:4]1[N:5]([C:16]2[CH:21]=[CH:20][CH:19]=[CH:18][CH:17]=2)[C:6](=[O:15])[C:7]2[C:12]([CH:13]=1)=[CH:11][CH:10]=[CH:9][C:8]=2[CH3:14])[CH3:3].Cl[C:23]1[C:24]2[C:31]([C:32]#[N:33])=[CH:30][NH:29][C:25]=2[N:26]=[CH:27][N:28]=1.CCN(CC)CC. The catalyst is CCCCO. The product is [CH3:14][C:8]1[CH:9]=[CH:10][CH:11]=[C:12]2[C:7]=1[C:6](=[O:15])[N:5]([C:16]1[CH:21]=[CH:20][CH:19]=[CH:18][CH:17]=1)[C:4]([C@@H:2]([NH:1][C:23]1[C:24]3[C:31]([C:32]#[N:33])=[CH:30][NH:29][C:25]=3[N:26]=[CH:27][N:28]=1)[CH3:3])=[CH:13]2. The yield is 0.280. (3) The reactants are [CH3:1][CH:2]([N:4]1[C:12]2[CH:11]=[C:10]([C:13]([F:16])([F:15])[F:14])[CH:9]=[C:8]([C:17](O)=[O:18])[C:7]=2[CH:6]=[CH:5]1)[CH3:3].[NH2:20][CH2:21][C:22]1[C:23](=[O:30])[NH:24][C:25]([CH3:29])=[CH:26][C:27]=1[CH3:28].CN1CCOCC1.ON1C2N=CC=CC=2N=N1.C(Cl)CCl. The catalyst is CS(C)=O. The product is [CH3:28][C:27]1[CH:26]=[C:25]([CH3:29])[NH:24][C:23](=[O:30])[C:22]=1[CH2:21][NH:20][C:17]([C:8]1[C:7]2[CH:6]=[CH:5][N:4]([CH:2]([CH3:3])[CH3:1])[C:12]=2[CH:11]=[C:10]([C:13]([F:15])([F:16])[F:14])[CH:9]=1)=[O:18]. The yield is 0.630. (4) The reactants are [F:1][C:2]1[C:10]([O:11][C:12]2[C:21]3[C:16](=[CH:17][C:18]([OH:24])=[C:19]([O:22][CH3:23])[CH:20]=3)[N:15]=[CH:14][N:13]=2)=[CH:9][CH:8]=[C:7]2[C:3]=1[CH:4]=[C:5]([CH3:25])[NH:6]2.[C:26]([N:29]1[CH2:34][CH2:33][N:32]([CH2:35][CH2:36]Cl)[CH2:31][CH2:30]1)(=[O:28])[CH3:27].C(=O)([O-])[O-].[K+].[K+].O. The catalyst is CN1CCCC1=O. The product is [C:26]([N:29]1[CH2:34][CH2:33][N:32]([CH2:35][CH2:36][O:24][C:18]2[CH:17]=[C:16]3[C:21]([C:12]([O:11][C:10]4[C:2]([F:1])=[C:3]5[C:7](=[CH:8][CH:9]=4)[NH:6][C:5]([CH3:25])=[CH:4]5)=[N:13][CH:14]=[N:15]3)=[CH:20][C:19]=2[O:22][CH3:23])[CH2:31][CH2:30]1)(=[O:28])[CH3:27]. The yield is 0.580. (5) The reactants are [C:1]([C:3]1[CH:8]=[CH:7][C:6]([F:9])=[C:5]([N+:10]([O-:12])=[O:11])[CH:4]=1)#[CH:2].[N:13]([C:16]1[C:21]([Cl:22])=[CH:20][C:19]([C:23]([F:35])([C:31]([F:34])([F:33])[F:32])[C:24]([F:30])([F:29])[C:25]([F:28])([F:27])[F:26])=[CH:18][C:17]=1[Cl:36])=[N+:14]=[N-:15].O=C1O[C@H]([C@H](CO)O)C([O-])=C1O.[Na+]. The catalyst is O.CC(O)(C)C.O.O.O.O.O.S([O-])([O-])(=O)=O.[Cu+2]. The product is [Cl:22][C:21]1[CH:20]=[C:19]([C:23]([F:35])([C:31]([F:32])([F:33])[F:34])[C:24]([F:30])([F:29])[C:25]([F:26])([F:27])[F:28])[CH:18]=[C:17]([Cl:36])[C:16]=1[N:13]1[CH:2]=[C:1]([C:3]2[CH:8]=[CH:7][C:6]([F:9])=[C:5]([N+:10]([O-:12])=[O:11])[CH:4]=2)[N:15]=[N:14]1. The yield is 0.720.